From a dataset of Forward reaction prediction with 1.9M reactions from USPTO patents (1976-2016). Predict the product of the given reaction. (1) Given the reactants [NH2:1][CH2:2][CH2:3][CH2:4][CH2:5][CH2:6][CH2:7][CH2:8][CH2:9][CH2:10][N:11]1[CH2:16][CH2:15][CH:14]([O:17][C:18](=[O:32])[NH:19][C:20]2[CH:25]=[CH:24][CH:23]=[CH:22][C:21]=2[C:26]2[CH:31]=[CH:30][CH:29]=[CH:28][CH:27]=2)[CH2:13][CH2:12]1.[Cl:33][C:34]1[C:35]([OH:43])=[C:36]([CH:39]=[C:40]([F:42])[CH:41]=1)[CH:37]=O, predict the reaction product. The product is: [Cl:33][C:34]1[C:35]([OH:43])=[C:36]([CH:39]=[C:40]([F:42])[CH:41]=1)[CH2:37][NH:1][CH2:2][CH2:3][CH2:4][CH2:5][CH2:6][CH2:7][CH2:8][CH2:9][CH2:10][N:11]1[CH2:16][CH2:15][CH:14]([O:17][C:18](=[O:32])[NH:19][C:20]2[CH:25]=[CH:24][CH:23]=[CH:22][C:21]=2[C:26]2[CH:31]=[CH:30][CH:29]=[CH:28][CH:27]=2)[CH2:13][CH2:12]1. (2) Given the reactants [C:1]([N:8]1[CH2:13][CH2:12][N:11]([C:14]2[CH:19]=[CH:18][CH:17]=[CH:16][C:15]=2[CH2:20][NH:21][CH:22]([CH3:24])[CH3:23])[CH2:10][CH2:9]1)([O:3][C:4]([CH3:7])([CH3:6])[CH3:5])=[O:2].[C:25](Cl)(=[O:27])[CH3:26], predict the reaction product. The product is: [C:1]([N:8]1[CH2:9][CH2:10][N:11]([C:14]2[CH:19]=[CH:18][CH:17]=[CH:16][C:15]=2[CH2:20][N:21]([C:25](=[O:27])[CH3:26])[CH:22]([CH3:24])[CH3:23])[CH2:12][CH2:13]1)([O:3][C:4]([CH3:7])([CH3:6])[CH3:5])=[O:2].